From a dataset of Catalyst prediction with 721,799 reactions and 888 catalyst types from USPTO. Predict which catalyst facilitates the given reaction. (1) Reactant: I[C:2]1[CH:7]=[CH:6][C:5]([C:8]2[N:9]([C:19]3[CH:20]=[N:21][C:22]([CH3:25])=[CH:23][CH:24]=3)[CH:10]=[C:11]([C:13]3[CH:18]=[CH:17][CH:16]=[CH:15][N:14]=3)[N:12]=2)=[CH:4][CH:3]=1.[CH3:26][C:27]1[CH:28]=[C:29]2[CH:35]=[CH:34][NH:33][C:30]2=[N:31][CH:32]=1.[O-]P([O-])([O-])=O.[K+].[K+].[K+].CN[C@@H]1CCCC[C@H]1NC. Product: [CH3:26][C:27]1[CH:28]=[C:29]2[CH:35]=[CH:34][N:33]([C:2]3[CH:7]=[CH:6][C:5]([C:8]4[N:9]([C:19]5[CH:20]=[N:21][C:22]([CH3:25])=[CH:23][CH:24]=5)[CH:10]=[C:11]([C:13]5[CH:18]=[CH:17][CH:16]=[CH:15][N:14]=5)[N:12]=4)=[CH:4][CH:3]=3)[C:30]2=[N:31][CH:32]=1. The catalyst class is: 185. (2) Reactant: [F:1][C:2]1[CH:9]=[CH:8][C:5]([CH2:6][NH2:7])=[C:4]([C:10]([F:13])([F:12])[F:11])[CH:3]=1.ClC(Cl)(O[C:18](=[O:24])[O:19][C:20](Cl)(Cl)Cl)Cl.[N-:26]=[C:27]=[O:28]. Product: [F:1][C:2]1[CH:9]=[CH:8][C:5]([CH2:6][NH:7][C:27]([NH:26][C:5]2[C:6]3[NH:7][C:18](=[O:24])[O:19][C:20]=3[CH:2]=[CH:3][CH:4]=2)=[O:28])=[C:4]([C:10]([F:11])([F:12])[F:13])[CH:3]=1. The catalyst class is: 329. (3) Reactant: [CH3:1][NH:2][O:3][CH3:4].[Br:5][C:6]1[CH:14]=[CH:13][C:9]([C:10](O)=[O:11])=[CH:8][C:7]=1[F:15].C(Cl)CCl.C1C=CC2N(O)N=NC=2C=1.CN1CCOCC1. Product: [Br:5][C:6]1[CH:14]=[CH:13][C:9]([C:10]([N:2]([O:3][CH3:4])[CH3:1])=[O:11])=[CH:8][C:7]=1[F:15]. The catalyst class is: 124.